Dataset: Catalyst prediction with 721,799 reactions and 888 catalyst types from USPTO. Task: Predict which catalyst facilitates the given reaction. Product: [Cl:1][C:2]([Cl:7])([Cl:6])[C:3]([C:9]1[NH:8][CH:12]=[CH:11][CH:10]=1)=[O:4]. The catalyst class is: 280. Reactant: [Cl:1][C:2]([Cl:7])([Cl:6])[C:3](Cl)=[O:4].[NH:8]1[CH:12]=[CH:11][CH:10]=[CH:9]1.C(=O)([O-])[O-].[K+].[K+].